Dataset: Forward reaction prediction with 1.9M reactions from USPTO patents (1976-2016). Task: Predict the product of the given reaction. (1) Given the reactants [C:1]([O:5][C:6]([N:8]1[CH:12]([C:13](O)=[O:14])[CH:11]([CH3:16])[O:10][C:9]1([CH3:18])[CH3:17])=[O:7])([CH3:4])([CH3:3])[CH3:2].C1C=CC2N(O)N=[N:25]C=2C=1.CCN=C=NCCCN(C)C.Cl.Cl.[NH4+].[Cl-].CCN(C(C)C)C(C)C, predict the reaction product. The product is: [C:13]([CH:12]1[CH:11]([CH3:16])[O:10][C:9]([CH3:18])([CH3:17])[N:8]1[C:6]([O:5][C:1]([CH3:4])([CH3:3])[CH3:2])=[O:7])(=[O:14])[NH2:25]. (2) Given the reactants [F:1][C:2]1[CH:16]=[CH:15][CH:14]=[CH:13][C:3]=1[CH2:4][O:5][C:6]1[CH:12]=[CH:11][C:9]([NH2:10])=[CH:8][CH:7]=1.[Cl:17][C:18]1[C:27]2[C:22](=[CH:23][CH:24]=[C:25]([C:28]3[O:29][C:30]([C:33]([F:36])([F:35])[F:34])=[N:31][N:32]=3)[CH:26]=2)[N:21]=[CH:20][N:19]=1, predict the reaction product. The product is: [ClH:17].[F:1][C:2]1[CH:16]=[CH:15][CH:14]=[CH:13][C:3]=1[CH2:4][O:5][C:6]1[CH:12]=[CH:11][C:9]([NH:10][C:18]2[C:27]3[C:22](=[CH:23][CH:24]=[C:25]([C:28]4[O:29][C:30]([C:33]([F:36])([F:34])[F:35])=[N:31][N:32]=4)[CH:26]=3)[N:21]=[CH:20][N:19]=2)=[CH:8][CH:7]=1. (3) Given the reactants [CH3:1][N:2]1[CH2:7][CH2:6][N:5]([C:8]2[CH:13]=[CH:12][C:11]([N+:14]([O-:16])=[O:15])=[CH:10][C:9]=2[CH2:17]O)[CH2:4][CH2:3]1.S(Cl)(Cl)=O.[CH3:23][N:24]1[CH2:29][CH2:28][NH:27][CH2:26][CH2:25]1, predict the reaction product. The product is: [CH3:1][N:2]1[CH2:7][CH2:6][N:5]([C:8]2[CH:13]=[CH:12][C:11]([N+:14]([O-:16])=[O:15])=[CH:10][C:9]=2[CH2:17][N:27]2[CH2:28][CH2:29][N:24]([CH3:23])[CH2:25][CH2:26]2)[CH2:4][CH2:3]1. (4) Given the reactants [C:12](#[N:13])[C:11]1[CH:14]=[CH:15][CH:16]=[CH:17][C:10]=1[S:9][S:9][C:10]1[CH:17]=[CH:16][CH:15]=[CH:14][C:11]=1[C:12]#[N:13].[CH:19]1([Mg]Br)[CH2:21][CH2:20]1, predict the reaction product. The product is: [CH:19]1([S:9][C:10]2[CH:17]=[CH:16][CH:15]=[CH:14][C:11]=2[C:12]#[N:13])[CH2:21][CH2:20]1. (5) Given the reactants [O:1]1[CH2:5][CH2:4][O:3][CH:2]1[CH:6]([OH:33])[C:7]1[C:15]2[N:14]=[C:13]([CH:16]3[CH2:18][CH2:17]3)[N:12](C(OC(C)(C)C)=O)[C:11]=2[CH:10]=[C:9]([C:26]2[C:27]([CH3:32])=[N:28][O:29][C:30]=2[CH3:31])[CH:8]=1.C(O)(C(F)(F)F)=O, predict the reaction product. The product is: [CH:16]1([C:13]2[NH:12][C:11]3[CH:10]=[C:9]([C:26]4[C:27]([CH3:32])=[N:28][O:29][C:30]=4[CH3:31])[CH:8]=[C:7]([CH:6]([CH:2]4[O:3][CH2:4][CH2:5][O:1]4)[OH:33])[C:15]=3[N:14]=2)[CH2:17][CH2:18]1.